This data is from Reaction yield outcomes from USPTO patents with 853,638 reactions. The task is: Predict the reaction yield, written as a fraction of the theoretical maximum amount of product (1.0 means a 100% yield; for example, 0.34 means a 34% yield). (1) The reactants are [CH2:1]([O:8][C:9]1[CH:14]=[CH:13][C:12]([C:15]2[N:19]([CH:20]3[CH2:25][CH2:24][CH2:23][CH2:22][CH2:21]3)[C:18]3[CH:26]=[CH:27][C:28]([S:30]([NH2:33])(=[O:32])=[O:31])=[CH:29][C:17]=3[N:16]=2)=[CH:11][CH:10]=1)[C:2]1[CH:7]=[CH:6][CH:5]=[CH:4][CH:3]=1.C[Si]([N-][Si](C)(C)C)(C)C.[Li+].[CH3:44][O:45][C:46](=[O:51])[CH2:47][C:48](Cl)=[O:49]. The catalyst is ClCCl. The product is [CH3:44][O:45][C:46](=[O:51])[CH2:47][C:48]([NH:33][S:30]([C:28]1[CH:27]=[CH:26][C:18]2[N:19]([CH:20]3[CH2:21][CH2:22][CH2:23][CH2:24][CH2:25]3)[C:15]([C:12]3[CH:11]=[CH:10][C:9]([O:8][CH2:1][C:2]4[CH:7]=[CH:6][CH:5]=[CH:4][CH:3]=4)=[CH:14][CH:13]=3)=[N:16][C:17]=2[CH:29]=1)(=[O:32])=[O:31])=[O:49]. The yield is 0.0700. (2) The reactants are [Cl:1][C:2]1[N:3]=[C:4](Cl)[C:5]2[S:10][CH:9]=[CH:8][C:6]=2[N:7]=1.[NH:12]1[CH2:17][CH2:16][O:15][CH2:14][CH2:13]1. The catalyst is CO. The product is [Cl:1][C:2]1[N:3]=[C:4]([N:12]2[CH2:17][CH2:16][O:15][CH2:14][CH2:13]2)[C:5]2[S:10][CH:9]=[CH:8][C:6]=2[N:7]=1. The yield is 1.00. (3) The reactants are C1(O[C:8](=[O:44])[NH:9][C:10]2([C:35]3[C:36]([O:41][CH2:42][CH3:43])=[N:37][CH:38]=[CH:39][CH:40]=3)[C:18]3[C:13](=[CH:14][CH:15]=[C:16]([C:19]#[N:20])[CH:17]=3)[N:12]([S:21]([C:24]3[CH:29]=[CH:28][C:27]([O:30][CH3:31])=[CH:26][C:25]=3[O:32][CH3:33])(=[O:23])=[O:22])[C:11]2=[O:34])C=CC=CC=1.[NH:45]1[CH2:50][CH2:49][CH:48]([N:51]2[CH2:56][CH2:55][N:54]([C:57]([O:59][C:60]([CH3:63])([CH3:62])[CH3:61])=[O:58])[CH2:53][CH2:52]2)[CH2:47][CH2:46]1.C(Cl)Cl.CO.C(O)(C(F)(F)F)=O. The catalyst is O1CCCC1.C(#N)C.O. The product is [C:19]([C:16]1[CH:17]=[C:18]2[C:13](=[CH:14][CH:15]=1)[N:12]([S:21]([C:24]1[CH:29]=[CH:28][C:27]([O:30][CH3:31])=[CH:26][C:25]=1[O:32][CH3:33])(=[O:23])=[O:22])[C:11](=[O:34])[C:10]2([NH:9][C:8]([N:45]1[CH2:50][CH2:49][CH:48]([N:51]2[CH2:52][CH2:53][N:54]([C:57]([O:59][C:60]([CH3:63])([CH3:62])[CH3:61])=[O:58])[CH2:55][CH2:56]2)[CH2:47][CH2:46]1)=[O:44])[C:35]1[C:36]([O:41][CH2:42][CH3:43])=[N:37][CH:38]=[CH:39][CH:40]=1)#[N:20]. The yield is 0.430. (4) The reactants are [Br:1][CH2:2][C:3]1[CH:11]=[CH:10][C:6]([C:7]([OH:9])=O)=[CH:5][CH:4]=1.CN1CCOCC1.ClC(OCC(C)C)=O.[CH:27]1([NH2:33])[CH2:32][CH2:31][CH2:30][CH2:29][CH2:28]1. The catalyst is C1COCC1. The product is [Br:1][CH2:2][C:3]1[CH:4]=[CH:5][C:6]([C:7]([NH:33][CH:27]2[CH2:32][CH2:31][CH2:30][CH2:29][CH2:28]2)=[O:9])=[CH:10][CH:11]=1. The yield is 0.510. (5) The reactants are [CH:1]([N:4]1[C:8]([C:9]2[N:10]=[C:11]3[C:17]4[CH:18]=[CH:19][C:20]([C:22]5[N:23]=[CH:24][N:25]([CH2:27][CH2:28][O:29]C6CCCCO6)[CH:26]=5)=[CH:21][C:16]=4[O:15][CH2:14][CH2:13][N:12]3[CH:36]=2)=[N:7][CH:6]=[N:5]1)([CH3:3])[CH3:2].Cl.O1CCOCC1. The catalyst is CCO. The product is [CH:1]([N:4]1[C:8]([C:9]2[N:10]=[C:11]3[C:17]4[CH:18]=[CH:19][C:20]([C:22]5[N:23]=[CH:24][N:25]([CH2:27][CH2:28][OH:29])[CH:26]=5)=[CH:21][C:16]=4[O:15][CH2:14][CH2:13][N:12]3[CH:36]=2)=[N:7][CH:6]=[N:5]1)([CH3:3])[CH3:2]. The yield is 0.560.